From a dataset of Peptide-MHC class II binding affinity with 134,281 pairs from IEDB. Regression. Given a peptide amino acid sequence and an MHC pseudo amino acid sequence, predict their binding affinity value. This is MHC class II binding data. (1) The MHC is DRB1_0701 with pseudo-sequence DRB1_0701. The peptide sequence is SKKYFAATQFEPLAA. The binding affinity (normalized) is 0.749. (2) The peptide sequence is TFDGRGAQVYIGNGG. The MHC is DRB1_1201 with pseudo-sequence DRB1_1201. The binding affinity (normalized) is 0.0258.